From a dataset of Full USPTO retrosynthesis dataset with 1.9M reactions from patents (1976-2016). Predict the reactants needed to synthesize the given product. (1) Given the product [NH2:29][CH2:28][C:26]1[CH:25]=[CH:24][C:17]2[N:18]([CH2:19][CH2:20][CH:21]([CH3:23])[CH3:22])[C:14]([CH2:13][N:6]3[C:7]4[CH:12]=[CH:11][CH:10]=[CH:9][C:8]=4[N:4]([CH:1]([CH3:2])[CH3:3])[C:5]3=[O:30])=[N:15][C:16]=2[CH:27]=1, predict the reactants needed to synthesize it. The reactants are: [CH:1]([N:4]1[C:8]2[CH:9]=[CH:10][CH:11]=[CH:12][C:7]=2[N:6]([CH2:13][C:14]2[N:18]([CH2:19][CH2:20][CH:21]([CH3:23])[CH3:22])[C:17]3[CH:24]=[CH:25][C:26]([C:28]#[N:29])=[CH:27][C:16]=3[N:15]=2)[C:5]1=[O:30])([CH3:3])[CH3:2]. (2) The reactants are: [Cl:1][C:2]1[CH:7]=[CH:6][N:5]=[C:4]([CH3:8])[CH:3]=1.[CH3:9][O:10][C:11]1[CH:21]=[CH:20][C:14]([C:15](OCC)=[O:16])=[CH:13][CH:12]=1.C[Si]([N-][Si](C)(C)C)(C)C.[Li+]. Given the product [Cl:1][C:2]1[CH:7]=[CH:6][N:5]=[C:4]([CH2:8][C:15]([C:14]2[CH:20]=[CH:21][C:11]([O:10][CH3:9])=[CH:12][CH:13]=2)=[O:16])[CH:3]=1, predict the reactants needed to synthesize it. (3) Given the product [C:18]([O:21][C:22]([N:24]([C:2]1[CH:7]=[N:6][C:5]([NH:8][C:9](=[O:11])[CH3:10])=[CH:4][CH:3]=1)[NH:25][C:26](=[O:27])[C:15]([CH3:14])([CH3:16])[CH3:34])=[O:23])([CH3:20])([CH3:17])[CH3:19], predict the reactants needed to synthesize it. The reactants are: Br[C:2]1[CH:3]=[CH:4][C:5]([NH:8][C:9](=[O:11])[CH3:10])=[N:6][CH:7]=1.[Li]C[CH2:14][CH2:15][CH3:16].[CH3:17][C:18]([O:21][C:22](/[N:24]=[N:25]/[C:26](OC(C)(C)C)=[O:27])=[O:23])([CH3:20])[CH3:19].Cl.[CH2:34]1COCC1. (4) Given the product [O:13]([C:15]1[N:20]=[CH:19][C:18]([C:21]2[C:22]([NH2:27])=[N:23][CH:24]=[CH:25][CH:26]=2)=[CH:17][CH:16]=1)[C:7]1[CH:12]=[CH:11][CH:10]=[CH:9][CH:8]=1, predict the reactants needed to synthesize it. The reactants are: C(=O)([O-])[O-].[K+].[K+].[C:7]1([OH:13])[CH:12]=[CH:11][CH:10]=[CH:9][CH:8]=1.F[C:15]1[N:20]=[CH:19][C:18]([C:21]2[C:22]([NH2:27])=[N:23][CH:24]=[CH:25][CH:26]=2)=[CH:17][CH:16]=1.O. (5) Given the product [CH2:53]([C:60]1[N:65]=[C:64]2[N:66]([C@@H:71]3[C:79]4[C:74](=[CH:75][C:76]([C:45]5[CH:46]=[CH:47][CH:48]=[CH:49][C:44]=5[C:43]5[N:39]([C:20]([C:33]6[CH:34]=[CH:35][CH:36]=[CH:37][CH:38]=6)([C:27]6[CH:28]=[CH:29][CH:30]=[CH:31][CH:32]=6)[C:21]6[CH:26]=[CH:25][CH:24]=[CH:23][CH:22]=6)[N:40]=[N:41][N:42]=5)=[CH:77][CH:78]=4)[CH2:73][CH2:72]3)[C:67]([CH2:69][CH3:70])=[N:68][C:63]2=[C:62]([CH3:81])[CH:61]=1)[C:54]1[CH:59]=[CH:58][CH:57]=[CH:56][CH:55]=1, predict the reactants needed to synthesize it. The reactants are: C1(P(C2C=CC=CC=2)C2C=CC=CC=2)C=CC=CC=1.[C:20]([N:39]1[C:43]([C:44]2[CH:49]=[CH:48][CH:47]=[CH:46][C:45]=2B(O)O)=[N:42][N:41]=[N:40]1)([C:33]1[CH:38]=[CH:37][CH:36]=[CH:35][CH:34]=1)([C:27]1[CH:32]=[CH:31][CH:30]=[CH:29][CH:28]=1)[C:21]1[CH:26]=[CH:25][CH:24]=[CH:23][CH:22]=1.[CH2:53]([C:60]1[N:65]=[C:64]2[N:66]([C@@H:71]3[C:79]4[C:74](=[CH:75][C:76](Br)=[CH:77][CH:78]=4)[CH2:73][CH2:72]3)[C:67]([CH2:69][CH3:70])=[N:68][C:63]2=[C:62]([CH3:81])[CH:61]=1)[C:54]1[CH:59]=[CH:58][CH:57]=[CH:56][CH:55]=1.C(=O)([O-])[O-].[K+].[K+].O. (6) Given the product [Br:34][C:8]1[C:7]([NH:6][C@@H:4]([CH3:5])[CH2:3][O:2][CH3:1])=[CH:12][C:11]([CH3:13])=[C:10]([C:14]2[CH:19]=[CH:18][C:17]([O:20][C:21]([F:22])([F:23])[F:24])=[CH:16][C:15]=2[O:25][CH3:26])[N:9]=1, predict the reactants needed to synthesize it. The reactants are: [CH3:1][O:2][CH2:3][C@@H:4]([NH:6][C:7]1[CH:8]=[N:9][C:10]([C:14]2[CH:19]=[CH:18][C:17]([O:20][C:21]([F:24])([F:23])[F:22])=[CH:16][C:15]=2[O:25][CH3:26])=[C:11]([CH3:13])[CH:12]=1)[CH3:5].C1C(=O)N([Br:34])C(=O)C1.